This data is from Catalyst prediction with 721,799 reactions and 888 catalyst types from USPTO. The task is: Predict which catalyst facilitates the given reaction. (1) Reactant: [F:1][C:2]([F:15])([F:14])[O:3][C:4]1[CH:9]=[CH:8][C:7]([S:10](Cl)(=[O:12])=[O:11])=[CH:6][CH:5]=1.Cl.O.[NH:18]1[CH2:23][CH2:22][C:21](=[O:24])[CH2:20][CH2:19]1.C(N(CC)CC)C. Product: [F:1][C:2]([F:15])([F:14])[O:3][C:4]1[CH:9]=[CH:8][C:7]([S:10]([N:18]2[CH2:23][CH2:22][C:21](=[O:24])[CH2:20][CH2:19]2)(=[O:12])=[O:11])=[CH:6][CH:5]=1. The catalyst class is: 2. (2) Product: [Br:1][C:2]1[CH:7]=[CH:6][C:5](/[C:8](=[N:22]/[O:23][CH2:24][CH3:25])/[CH:9]2[CH2:10][CH2:11][N:12]([C:15]3([CH3:21])[CH2:20][CH2:19][N:18]([C:37]([C:36]4[C:27]([CH3:26])=[N:28][C:29]5[C:34]([CH:35]=4)=[CH:33][CH:32]=[CH:31][N:30]=5)=[O:38])[CH2:17][CH2:16]3)[CH2:13][CH2:14]2)=[CH:4][CH:3]=1. Reactant: [Br:1][C:2]1[CH:7]=[CH:6][C:5](/[C:8](=[N:22]/[O:23][CH2:24][CH3:25])/[CH:9]2[CH2:14][CH2:13][N:12]([C:15]3([CH3:21])[CH2:20][CH2:19][NH:18][CH2:17][CH2:16]3)[CH2:11][CH2:10]2)=[CH:4][CH:3]=1.[CH3:26][C:27]1[C:36]([C:37](O)=[O:38])=[CH:35][C:34]2[C:29](=[N:30][CH:31]=[CH:32][CH:33]=2)[N:28]=1.CCN(CC)CC.CN(C(ON1N=NC2C=CC=NC1=2)=[N+](C)C)C.F[P-](F)(F)(F)(F)F. The catalyst class is: 3.